Dataset: NCI-60 drug combinations with 297,098 pairs across 59 cell lines. Task: Regression. Given two drug SMILES strings and cell line genomic features, predict the synergy score measuring deviation from expected non-interaction effect. (1) Drug 1: CC1=C(C=C(C=C1)NC(=O)C2=CC=C(C=C2)CN3CCN(CC3)C)NC4=NC=CC(=N4)C5=CN=CC=C5. Drug 2: C1CNP(=O)(OC1)N(CCCl)CCCl. Cell line: NCI/ADR-RES. Synergy scores: CSS=-3.15, Synergy_ZIP=3.61, Synergy_Bliss=3.38, Synergy_Loewe=-0.308, Synergy_HSA=-1.89. (2) Drug 2: CS(=O)(=O)CCNCC1=CC=C(O1)C2=CC3=C(C=C2)N=CN=C3NC4=CC(=C(C=C4)OCC5=CC(=CC=C5)F)Cl. Cell line: TK-10. Drug 1: C1=CC(=CC=C1CCC2=CNC3=C2C(=O)NC(=N3)N)C(=O)NC(CCC(=O)O)C(=O)O. Synergy scores: CSS=35.4, Synergy_ZIP=-3.69, Synergy_Bliss=-4.04, Synergy_Loewe=-10.8, Synergy_HSA=-1.63. (3) Drug 1: COC1=C(C=C2C(=C1)N=CN=C2NC3=CC(=C(C=C3)F)Cl)OCCCN4CCOCC4. Drug 2: C(CCl)NC(=O)N(CCCl)N=O. Cell line: HS 578T. Synergy scores: CSS=9.17, Synergy_ZIP=-3.83, Synergy_Bliss=1.18, Synergy_Loewe=-1.14, Synergy_HSA=2.20. (4) Cell line: SF-539. Synergy scores: CSS=20.6, Synergy_ZIP=-7.18, Synergy_Bliss=-0.574, Synergy_Loewe=-3.08, Synergy_HSA=-1.01. Drug 1: CC12CCC(CC1=CCC3C2CCC4(C3CC=C4C5=CN=CC=C5)C)O. Drug 2: C1=CC(=CC=C1CC(C(=O)O)N)N(CCCl)CCCl.Cl. (5) Drug 1: CC1=C(N=C(N=C1N)C(CC(=O)N)NCC(C(=O)N)N)C(=O)NC(C(C2=CN=CN2)OC3C(C(C(C(O3)CO)O)O)OC4C(C(C(C(O4)CO)O)OC(=O)N)O)C(=O)NC(C)C(C(C)C(=O)NC(C(C)O)C(=O)NCCC5=NC(=CS5)C6=NC(=CS6)C(=O)NCCC[S+](C)C)O. Drug 2: C1=NC2=C(N1)C(=S)N=CN2. Cell line: MALME-3M. Synergy scores: CSS=15.1, Synergy_ZIP=-9.34, Synergy_Bliss=-4.65, Synergy_Loewe=-6.36, Synergy_HSA=-2.17. (6) Drug 1: C1=C(C(=O)NC(=O)N1)N(CCCl)CCCl. Drug 2: CN1C2=C(C=C(C=C2)N(CCCl)CCCl)N=C1CCCC(=O)O.Cl. Cell line: SF-295. Synergy scores: CSS=16.0, Synergy_ZIP=-8.77, Synergy_Bliss=-5.36, Synergy_Loewe=-22.5, Synergy_HSA=-4.31.